Dataset: Peptide-MHC class I binding affinity with 185,985 pairs from IEDB/IMGT. Task: Regression. Given a peptide amino acid sequence and an MHC pseudo amino acid sequence, predict their binding affinity value. This is MHC class I binding data. (1) The peptide sequence is IAVSVYGAI. The MHC is HLA-A68:02 with pseudo-sequence HLA-A68:02. The binding affinity (normalized) is 0.810. (2) The peptide sequence is ATVKGMQSY. The MHC is HLA-A01:01 with pseudo-sequence HLA-A01:01. The binding affinity (normalized) is 0.213.